Dataset: Reaction yield outcomes from USPTO patents with 853,638 reactions. Task: Predict the reaction yield, written as a fraction of the theoretical maximum amount of product (1.0 means a 100% yield; for example, 0.34 means a 34% yield). (1) The reactants are [O:1]1[CH2:5][CH2:4][O:3][CH:2]1[C:6]1[CH:10]=[CH:9][S:8][C:7]=1[CH2:11][C:12]#[N:13].Br[CH:15]([CH3:17])[CH3:16].[OH-].[K+]. The catalyst is CS(C)=O.[I-].C([N+](CCCC)(CCCC)CCCC)CCC.[Cl-].[Na+].O. The product is [O:1]1[CH2:5][CH2:4][O:3][CH:2]1[C:6]1[CH:10]=[CH:9][S:8][C:7]=1[CH:11]([CH2:16][CH2:15][CH3:17])[C:12]#[N:13]. The yield is 0.491. (2) The reactants are [CH2:1]([O:8][C:9](=[O:22])[CH:10]([NH:14][C:15]([O:17][C:18]([CH3:21])([CH3:20])[CH3:19])=[O:16])[CH2:11][CH2:12][OH:13])[C:2]1[CH:7]=[CH:6][CH:5]=[CH:4][CH:3]=1.C1C=C[NH+]=CC=1.[O-][Cr](Cl)(=O)=O. The catalyst is C(Cl)Cl. The product is [CH2:1]([O:8][C:9](=[O:22])[CH:10]([NH:14][C:15]([O:17][C:18]([CH3:20])([CH3:19])[CH3:21])=[O:16])[CH2:11][CH:12]=[O:13])[C:2]1[CH:7]=[CH:6][CH:5]=[CH:4][CH:3]=1. The yield is 0.820. (3) No catalyst specified. The product is [OH:1][C:2]1[CH:3]=[C:4]([CH:8]=[CH:9][C:10]=1[I:11])[C:5]([O:7][CH3:16])=[O:6]. The yield is 0.700. The reactants are [OH:1][C:2]1[CH:3]=[C:4]([CH:8]=[CH:9][C:10]=1[I:11])[C:5]([OH:7])=[O:6].S(Cl)(Cl)=O.[CH3:16]O.